From a dataset of Forward reaction prediction with 1.9M reactions from USPTO patents (1976-2016). Predict the product of the given reaction. Given the reactants CON(C)[C:4]([C:6]1[C:15](=[O:16])[C:14]2[C:9](=[CH:10][CH:11]=[CH:12][CH:13]=2)[N:8]([CH2:17][C:18]2[CH:23]=[CH:22][CH:21]=[C:20]([CH3:24])[N:19]=2)[CH:7]=1)=[O:5].[CH2:26]1[CH2:30][O:29][CH2:28][CH2:27]1, predict the reaction product. The product is: [O:5]1[C:4]2[CH:6]=[CH:15][C:14]([C:4]([C:6]3[C:15](=[O:16])[C:14]4[C:9](=[CH:10][CH:11]=[CH:12][CH:13]=4)[N:8]([CH2:17][C:18]4[CH:23]=[CH:22][CH:24]=[C:20]([CH3:21])[N:19]=4)[CH:7]=3)=[O:5])=[CH:27][C:28]=2[O:29][CH2:30][CH2:26]1.